Dataset: Forward reaction prediction with 1.9M reactions from USPTO patents (1976-2016). Task: Predict the product of the given reaction. (1) Given the reactants [CH2:1]([O:8][C:9]([N:11]([CH3:17])[C@@H:12]([CH3:16])[C:13]([OH:15])=O)=[O:10])[C:2]1[CH:7]=[CH:6][CH:5]=[CH:4][CH:3]=1.[NH2:18][C:19]1[C:20](=[O:26])[NH:21][C:22]([Br:25])=[CH:23][CH:24]=1.C(N(CC)CC)C, predict the reaction product. The product is: [CH2:1]([O:8][C:9](=[O:10])[N:11]([C@H:12]([C:13](=[O:15])[NH:18][C:19]1[C:20](=[O:26])[NH:21][C:22]([Br:25])=[CH:23][CH:24]=1)[CH3:16])[CH3:17])[C:2]1[CH:3]=[CH:4][CH:5]=[CH:6][CH:7]=1. (2) Given the reactants [Cl:1][C:2]1[CH:3]=[C:4]([CH2:10][NH:11][C:12]2[C:21]3[C:16](=[CH:17][CH:18]=[C:19]([C:22]#[N:23])[CH:20]=3)[N:15]=[CH:14][C:13]=2[C:24]([OH:26])=[O:25])[CH:5]=[CH:6][C:7]=1[O:8][CH3:9].[F:27][C:28]1[C:33](O)=[C:32]([F:35])[C:31]([F:36])=[C:30]([F:37])[C:29]=1[F:38].C1(N=C=NC2CCCCC2)CCCCC1, predict the reaction product. The product is: [F:27][C:28]1[C:33]([O:25][C:24]([C:13]2[CH:14]=[N:15][C:16]3[C:21]([C:12]=2[NH:11][CH2:10][C:4]2[CH:5]=[CH:6][C:7]([O:8][CH3:9])=[C:2]([Cl:1])[CH:3]=2)=[CH:20][C:19]([C:22]#[N:23])=[CH:18][CH:17]=3)=[O:26])=[C:32]([F:35])[C:31]([F:36])=[C:30]([F:37])[C:29]=1[F:38].